Task: Predict the reaction yield, written as a fraction of the theoretical maximum amount of product (1.0 means a 100% yield; for example, 0.34 means a 34% yield).. Dataset: Reaction yield outcomes from USPTO patents with 853,638 reactions (1) The reactants are [CH3:1][C:2]1([C:21]2[CH:22]=[C:23]([NH:27][S:28]([CH3:31])(=[O:30])=[O:29])[CH:24]=[CH:25][CH:26]=2)[CH:7]2[CH:3]1[CH2:4][N:5]([C:8](=O)[CH2:9][C:10]1[C:18]3[C:13](=[CH:14][CH:15]=[CH:16][CH:17]=3)[N:12]([CH3:19])[CH:11]=1)[CH2:6]2.[H-].[Al+3].[Li+].[H-].[H-].[H-].O.C(=O)([O-])O.[Na+]. The catalyst is O1CCCC1.C(OCC)(=O)C. The product is [CH3:1][C:2]1([C:21]2[CH:22]=[C:23]([NH:27][S:28]([CH3:31])(=[O:29])=[O:30])[CH:24]=[CH:25][CH:26]=2)[CH:7]2[CH:3]1[CH2:4][N:5]([CH2:8][CH2:9][C:10]1[C:18]3[C:13](=[CH:14][CH:15]=[CH:16][CH:17]=3)[N:12]([CH3:19])[CH:11]=1)[CH2:6]2. The yield is 0.520. (2) The reactants are [Cl:1][C:2]1[CH:3]=[C:4]([C:9](=O)[CH2:10][C:11]2[CH:16]=[CH:15][CH:14]=[CH:13][CH:12]=2)[CH:5]=[CH:6][C:7]=1[Cl:8].[CH2:18]([O:20][C:21]1[CH:22]=[C:23]([CH:26]=[C:27]([N+:30]([O-:32])=[O:31])[C:28]=1[OH:29])[CH:24]=O)[CH3:19].[NH2:33][C:34]([NH2:36])=[O:35].Cl. The catalyst is C(O)C. The product is [Cl:1][C:2]1[CH:3]=[C:4]([C:9]2[NH:36][C:34](=[O:35])[NH:33][CH:24]([C:23]3[CH:26]=[C:27]([N+:30]([O-:32])=[O:31])[C:28]([OH:29])=[C:21]([O:20][CH2:18][CH3:19])[CH:22]=3)[C:10]=2[C:11]2[CH:16]=[CH:15][CH:14]=[CH:13][CH:12]=2)[CH:5]=[CH:6][C:7]=1[Cl:8]. The yield is 0.170. (3) The reactants are [Si:1]([O:8][CH:9]([CH2:20][O:21][C:22]1[CH:27]=[CH:26][CH:25]=[C:24]([C:28]2[N:33]=[C:32]3[N:34]([CH:37]([CH3:39])[CH3:38])[N:35]=[CH:36][C:31]3=[C:30](Cl)[CH:29]=2)[CH:23]=1)[CH2:10][N:11]([CH3:19])[C:12](=[O:18])[O:13][C:14]([CH3:17])([CH3:16])[CH3:15])([C:4]([CH3:7])([CH3:6])[CH3:5])([CH3:3])[CH3:2].[O:41]1[CH2:46][CH2:45][CH:44]([NH2:47])[CH2:43][CH2:42]1.C1C=CC(P(C2C(C3C(P(C4C=CC=CC=4)C4C=CC=CC=4)=CC=C4C=3C=CC=C4)=C3C(C=CC=C3)=CC=2)C2C=CC=CC=2)=CC=1.C([O-])([O-])=O.[Cs+].[Cs+]. The catalyst is O1CCOCC1.C1C=CC(/C=C/C(/C=C/C2C=CC=CC=2)=O)=CC=1.C1C=CC(/C=C/C(/C=C/C2C=CC=CC=2)=O)=CC=1.C1C=CC(/C=C/C(/C=C/C2C=CC=CC=2)=O)=CC=1.[Pd].[Pd]. The product is [Si:1]([O:8][CH:9]([CH2:20][O:21][C:22]1[CH:27]=[CH:26][CH:25]=[C:24]([C:28]2[N:33]=[C:32]3[N:34]([CH:37]([CH3:39])[CH3:38])[N:35]=[CH:36][C:31]3=[C:30]([NH:47][CH:44]3[CH2:45][CH2:46][O:41][CH2:42][CH2:43]3)[CH:29]=2)[CH:23]=1)[CH2:10][N:11]([CH3:19])[C:12](=[O:18])[O:13][C:14]([CH3:17])([CH3:16])[CH3:15])([C:4]([CH3:7])([CH3:6])[CH3:5])([CH3:3])[CH3:2]. The yield is 0.600. (4) The reactants are [NH2:1][C:2]1[CH:3]=[C:4]([CH:22]=[CH:23][CH:24]=1)[O:5][C:6]1[CH:7]=[CH:8][C:9]2[N:10]([CH:12]=[C:13]([NH:15][C:16](=[O:21])[CH2:17][N:18]([CH3:20])[CH3:19])[N:14]=2)[N:11]=1.[CH3:25][N:26]1[C:30]([C:31](Cl)=[O:32])=[CH:29][C:28]([CH3:34])=[N:27]1. The catalyst is CN1CCCC1=O.[OH-].[Na+]. The product is [CH3:19][N:18]([CH3:20])[CH2:17][C:16]([NH:15][C:13]1[N:14]=[C:9]2[CH:8]=[CH:7][C:6]([O:5][C:4]3[CH:3]=[C:2]([NH:1][C:31]([C:30]4[N:26]([CH3:25])[N:27]=[C:28]([CH3:34])[CH:29]=4)=[O:32])[CH:24]=[CH:23][CH:22]=3)=[N:11][N:10]2[CH:12]=1)=[O:21]. The yield is 0.490.